Dataset: Reaction yield outcomes from USPTO patents with 853,638 reactions. Task: Predict the reaction yield, written as a fraction of the theoretical maximum amount of product (1.0 means a 100% yield; for example, 0.34 means a 34% yield). The reactants are [H-].[Na+].[CH3:3][S:4]([NH:7][C:8]1[CH:17]=[CH:16][CH:15]=[CH:14][C:9]=1[C:10]([O:12][CH3:13])=[O:11])(=[O:6])=[O:5].[CH3:18]I. The catalyst is CN(C=O)C. The product is [CH3:18][N:7]([C:8]1[CH:17]=[CH:16][CH:15]=[CH:14][C:9]=1[C:10]([O:12][CH3:13])=[O:11])[S:4]([CH3:3])(=[O:6])=[O:5]. The yield is 0.714.